Dataset: Full USPTO retrosynthesis dataset with 1.9M reactions from patents (1976-2016). Task: Predict the reactants needed to synthesize the given product. (1) Given the product [C:10]1([CH2:9][O:8][C:6]([N:4]2[CH2:3][C:2]([C@H:16]3[CH2:21][CH2:20][CH2:19][CH2:18][N:17]3[C:22]([O:24][C:25]([CH3:28])([CH3:27])[CH3:26])=[O:23])([O:1][C:32](=[O:33])[C@:31]([O:30][CH3:29])([C:39]3[CH:40]=[CH:41][CH:42]=[CH:43][CH:44]=3)[C:35]([F:37])([F:38])[F:36])[CH2:5]2)=[O:7])[CH:15]=[CH:14][CH:13]=[CH:12][CH:11]=1, predict the reactants needed to synthesize it. The reactants are: [OH:1][C:2]1([CH:16]2[CH2:21][CH2:20][CH2:19][CH2:18][N:17]2[C:22]([O:24][C:25]([CH3:28])([CH3:27])[CH3:26])=[O:23])[CH2:5][N:4]([C:6]([O:8][CH2:9][C:10]2[CH:15]=[CH:14][CH:13]=[CH:12][CH:11]=2)=[O:7])[CH2:3]1.[CH3:29][O:30][C@:31]([C:39]1[CH:44]=[CH:43][CH:42]=[CH:41][CH:40]=1)([C:35]([F:38])([F:37])[F:36])[C:32](Cl)=[O:33]. (2) Given the product [CH:33]1([N:57]2[C:58](=[O:65])[C:59]3[C:64](=[CH:63][CH:62]=[CH:61][CH:60]=3)[C:55]([C:40]3[C:39]4[C:43](=[CH:44][CH:45]=[C:37]([F:36])[CH:38]=4)[N:42]([CH2:46][C:47]([O:49][C:50]([CH3:53])([CH3:52])[CH3:51])=[O:48])[C:41]=3[CH3:54])=[N:56]2)[CH2:5][CH2:4]1, predict the reactants needed to synthesize it. The reactants are: ClC1C=[CH:33][C:5](CN2C(=O)C3C(=CC=CC=3)C(C3C4C(=CC=C(F)C=4)N(CC(O)=O)C=3C)=N2)=[CH:4]C=1F.[F:36][C:37]1[CH:38]=[C:39]2[C:43](=[CH:44][CH:45]=1)[N:42]([CH2:46][C:47]([O:49][C:50]([CH3:53])([CH3:52])[CH3:51])=[O:48])[C:41]([CH3:54])=[C:40]2[C:55]1[C:64]2[C:59](=[CH:60][CH:61]=[CH:62][CH:63]=2)[C:58]([OH:65])=[N:57][N:56]=1.N1C=CC=CC=1.C1(CN2C(=O)C3C(=CC=CC=3)C(C3C4C(=CC=C(F)C=4)N(CC(O)=O)C=3C)=N2)CC1.C1([Bi](C2CC2)C2CC2)CC1. (3) Given the product [O:17]([C:14]1[CH:13]=[CH:12][C:11]([C:10]2[C:3]3[C:4](=[N:5][CH:6]=[N:7][C:2]=3[NH2:1])[N:8]([C@@H:26]3[CH2:27][CH2:28][NH:24][CH2:25]3)[N:9]=2)=[CH:16][CH:15]=1)[C:18]1[CH:23]=[CH:22][CH:21]=[CH:20][CH:19]=1, predict the reactants needed to synthesize it. The reactants are: [NH2:1][C:2]1[N:7]=[CH:6][N:5]=[C:4]2[NH:8][N:9]=[C:10]([C:11]3[CH:16]=[CH:15][C:14]([O:17][C:18]4[CH:23]=[CH:22][CH:21]=[CH:20][CH:19]=4)=[CH:13][CH:12]=3)[C:3]=12.[NH:24]1[CH2:28][CH2:27][C@H:26](O)[CH2:25]1.C1C=CC(P(C2C=CC=CC=2)C2C=CC=CC=2)=CC=1.CC(OC(/N=N/C(OC(C)C)=O)=O)C.Cl. (4) The reactants are: [H-].[Al+3].[Li+].[H-].[H-].[H-].[OH:7][CH2:8][CH:9]1[CH2:11][C:10]1([C:14]1[CH:19]=[CH:18][C:17]([O:20][CH3:21])=[CH:16][CH:15]=1)[C:12]#[N:13].C(OCC)(=O)C.[OH-].[NH4+]. Given the product [NH2:13][CH2:12][C:10]1([C:14]2[CH:19]=[CH:18][C:17]([O:20][CH3:21])=[CH:16][CH:15]=2)[CH2:11][CH:9]1[CH2:8][OH:7], predict the reactants needed to synthesize it. (5) Given the product [CH2:25]([N:20]1[C:21]2[C:17](=[C:16]([NH:15][C:13]([C:10]3[N:7]4[CH:8]=[CH:9][C:4]([CH:1]([OH:3])[CH3:2])=[CH:5][C:6]4=[N:12][CH:11]=3)=[O:14])[CH:24]=[CH:23][CH:22]=2)[CH:18]=[N:19]1)[C:26]1[CH:31]=[CH:30][CH:29]=[CH:28][CH:27]=1, predict the reactants needed to synthesize it. The reactants are: [C:1]([C:4]1[CH:9]=[CH:8][N:7]2[C:10]([C:13]([NH:15][C:16]3[CH:24]=[CH:23][CH:22]=[C:21]4[C:17]=3[CH:18]=[N:19][N:20]4[CH2:25][C:26]3[CH:31]=[CH:30][CH:29]=[CH:28][CH:27]=3)=[O:14])=[CH:11][N:12]=[C:6]2[CH:5]=1)(=[O:3])[CH3:2].C1COCC1.CO.[BH4-].[Na+]. (6) Given the product [N:1]1[C:10]2[C:5](=[CH:6][CH:7]=[CH:8][CH:9]=2)[CH:4]=[C:3]([C:11]([Cl:16])=[O:13])[CH:2]=1, predict the reactants needed to synthesize it. The reactants are: [N:1]1[C:10]2[C:5](=[CH:6][CH:7]=[CH:8][CH:9]=2)[CH:4]=[C:3]([C:11]([OH:13])=O)[CH:2]=1.S(Cl)([Cl:16])=O. (7) Given the product [NH2:7][C:8]1[CH:16]=[C:15]([N+:17]([O-:19])=[O:18])[CH:14]=[CH:13][C:9]=1[C:10]([N:1]1[CH2:6][CH2:5][O:4][CH2:3][CH2:2]1)=[O:11], predict the reactants needed to synthesize it. The reactants are: [NH:1]1[CH2:6][CH2:5][O:4][CH2:3][CH2:2]1.[NH2:7][C:8]1[CH:16]=[C:15]([N+:17]([O-:19])=[O:18])[CH:14]=[CH:13][C:9]=1[C:10](O)=[O:11].CN(C(ON1N=NC2C=CC=NC1=2)=[N+](C)C)C.F[P-](F)(F)(F)(F)F.